This data is from Peptide-MHC class II binding affinity with 134,281 pairs from IEDB. The task is: Regression. Given a peptide amino acid sequence and an MHC pseudo amino acid sequence, predict their binding affinity value. This is MHC class II binding data. (1) The peptide sequence is PLHLRYYRITYGETG. The MHC is HLA-DPA10103-DPB10401 with pseudo-sequence HLA-DPA10103-DPB10401. The binding affinity (normalized) is 0.317. (2) The peptide sequence is GTVVMQVKVSKGAPC. The MHC is HLA-DQA10201-DQB10303 with pseudo-sequence HLA-DQA10201-DQB10303. The binding affinity (normalized) is 0.576. (3) The peptide sequence is DKPFQNVNRITYGAC. The MHC is DRB1_0401 with pseudo-sequence DRB1_0401. The binding affinity (normalized) is 0.216. (4) The peptide sequence is AFCTPGWEIHPARLV. The MHC is DRB1_1302 with pseudo-sequence DRB1_1302. The binding affinity (normalized) is 0.275. (5) The peptide sequence is EALIHQLKINPYVLS. The MHC is H-2-IAk with pseudo-sequence H-2-IAk. The binding affinity (normalized) is 0.444. (6) The peptide sequence is PYHFDLSGHAFGAMA. The MHC is HLA-DQA10301-DQB10302 with pseudo-sequence HLA-DQA10301-DQB10302. The binding affinity (normalized) is 0.177. (7) The peptide sequence is QTAVDFGNSYIAEME. The MHC is DRB1_0701 with pseudo-sequence DRB1_0701. The binding affinity (normalized) is 0.104. (8) The peptide sequence is YDKFLANVGTVLTGK. The MHC is DRB1_0802 with pseudo-sequence DRB1_0802. The binding affinity (normalized) is 0.779. (9) The peptide sequence is RDCLIAHGAANTITE. The MHC is DRB3_0101 with pseudo-sequence DRB3_0101. The binding affinity (normalized) is 0.262. (10) The peptide sequence is GELQIVDKIDQAFKI. The MHC is DRB3_0101 with pseudo-sequence DRB3_0101. The binding affinity (normalized) is 0.722.